Dataset: Full USPTO retrosynthesis dataset with 1.9M reactions from patents (1976-2016). Task: Predict the reactants needed to synthesize the given product. Given the product [Cl:18][C:15]1[CH:16]=[CH:17][C:12]([N:3]2[C:2]([NH:25][CH:19]3[CH2:24][CH2:23][CH2:22][CH2:21][CH2:20]3)=[C:10]3[C:5]([CH:6]=[C:7]([F:11])[CH:8]=[CH:9]3)=[N:4]2)=[CH:13][CH:14]=1, predict the reactants needed to synthesize it. The reactants are: Cl[C:2]1[N:3]([C:12]2[CH:17]=[CH:16][C:15]([Cl:18])=[CH:14][CH:13]=2)[N:4]=[C:5]2[C:10]=1[CH:9]=[CH:8][C:7]([F:11])=[CH:6]2.[CH:19]1([NH2:25])[CH2:24][CH2:23][CH2:22][CH2:21][CH2:20]1.